This data is from Forward reaction prediction with 1.9M reactions from USPTO patents (1976-2016). The task is: Predict the product of the given reaction. (1) Given the reactants C(=O)([O-])[O-].[Na+].[Na+].[CH2:7]([OH:15])[CH2:8][CH2:9][CH2:10][CH2:11][CH2:12][CH2:13][CH3:14].[C:16]([O:19][CH:20]=[CH2:21])(=[O:18])[CH3:17].C(OCCCCCCCC)=C.C(OCCCCCCCC)(=O)C, predict the reaction product. The product is: [C:16]([O:19][CH:20]([O:15][CH2:7][CH2:8][CH2:9][CH2:10][CH2:11][CH2:12][CH2:13][CH3:14])[CH3:21])(=[O:18])[CH3:17]. (2) Given the reactants Cl[C:2]1[C:3]2[N:10]([CH2:11][CH2:12][O:13][CH2:14][CH3:15])[C:9]([C:16]3[O:17][CH:18]=[CH:19][CH:20]=3)=[CH:8][C:4]=2[N:5]=[CH:6][N:7]=1.[CH3:21][C:22]1[CH:23]=[C:24]([CH:26]=[CH:27][C:28]=1[O:29][C:30]1[CH:31]=[N:32][C:33]([CH3:36])=[CH:34][CH:35]=1)[NH2:25].CN1CCCC1=O.C(=O)([O-])O.[Na+], predict the reaction product. The product is: [CH2:14]([O:13][CH2:12][CH2:11][N:10]1[C:3]2[C:2]([NH:25][C:24]3[CH:26]=[CH:27][C:28]([O:29][C:30]4[CH:31]=[N:32][C:33]([CH3:36])=[CH:34][CH:35]=4)=[C:22]([CH3:21])[CH:23]=3)=[N:7][CH:6]=[N:5][C:4]=2[CH:8]=[C:9]1[C:16]1[O:17][CH:18]=[CH:19][CH:20]=1)[CH3:15]. (3) The product is: [CH3:17][C:16]1[CH:15]=[C:14]([CH3:18])[NH:13][C:12](=[O:19])[C:11]=1[CH2:10][NH:9][C:7](=[O:8])[C:6]1[CH:20]=[CH:2][C:3]([C:35]2[CH:34]=[N:33][N:32]([CH3:31])[CH:36]=2)=[C:4]([N:22]([CH2:29][CH3:30])[CH:23]2[CH2:28][CH2:27][O:26][CH2:25][CH2:24]2)[C:5]=1[CH3:21]. Given the reactants Br[C:2]1[CH:3]=[C:4]([N:22]([CH2:29][CH3:30])[CH:23]2[CH2:28][CH2:27][O:26][CH2:25][CH2:24]2)[C:5]([CH3:21])=[C:6]([CH:20]=1)[C:7]([NH:9][CH2:10][C:11]1[C:12](=[O:19])[NH:13][C:14]([CH3:18])=[CH:15][C:16]=1[CH3:17])=[O:8].[CH3:31][N:32]1[CH:36]=[C:35](B(O)O)[CH:34]=[N:33]1.C([O-])([O-])=O.[Na+].[Na+], predict the reaction product.